Dataset: Retrosynthesis with 50K atom-mapped reactions and 10 reaction types from USPTO. Task: Predict the reactants needed to synthesize the given product. (1) Given the product COc1cc2c(Nc3ccc(Cl)c(Cl)c3)ncnc2cc1OCC1CN2CSC[C@H]2CO1, predict the reactants needed to synthesize it. The reactants are: COc1cc2c(Nc3ccc(Cl)c(Cl)c3)ncnc2cc1O.ClCC1CN2CSC[C@H]2CO1. (2) The reactants are: CCOC(=O)Cc1cn(Cc2nc3ccccc3s2)c2cc(-c3cc(N)cc(N)c3)ccc12. Given the product Nc1cc(N)cc(-c2ccc3c(CC(=O)O)cn(Cc4nc5ccccc5s4)c3c2)c1, predict the reactants needed to synthesize it. (3) The reactants are: CC1CCCN1CCc1ccc2cc(Br)ccc2c1.O=c1cccn[nH]1. Given the product CC1CCCN1CCc1ccc2cc(-n3ncccc3=O)ccc2c1, predict the reactants needed to synthesize it.